This data is from Reaction yield outcomes from USPTO patents with 853,638 reactions. The task is: Predict the reaction yield, written as a fraction of the theoretical maximum amount of product (1.0 means a 100% yield; for example, 0.34 means a 34% yield). (1) The reactants are [N:1]1([C:6]2[N:11]=[C:10]3[N:12]([CH:27]([CH3:29])[CH3:28])[C:13](=[O:26])[N:14]([CH2:17][C:18]4[CH:23]=[CH:22][C:21]([O:24][CH3:25])=[CH:20][CH:19]=4)[C:15](=[O:16])[C:9]3=[CH:8][N:7]=2)C=CN=C1.N[C:31]1[CH:36]=[CH:35][C:34]([N:37]2[CH2:42][CH2:41][N:40]([CH3:43])[CH2:39][CH2:38]2)=[CH:33][CH:32]=1. The catalyst is C(Cl)(Cl)Cl. The product is [CH:27]([N:12]1[C:10]2=[N:11][C:6]([NH:1][C:31]3[CH:32]=[CH:33][C:34]([N:37]4[CH2:42][CH2:41][N:40]([CH3:43])[CH2:39][CH2:38]4)=[CH:35][CH:36]=3)=[N:7][CH:8]=[C:9]2[C:15](=[O:16])[N:14]([CH2:17][C:18]2[CH:23]=[CH:22][C:21]([O:24][CH3:25])=[CH:20][CH:19]=2)[C:13]1=[O:26])([CH3:29])[CH3:28]. The yield is 0.580. (2) The reactants are [C:1]([O:5][C:6]([N:8]1[CH2:13][CH2:12][CH:11]([N:14]2[C:18]3=[N:19][CH:20]=[N:21][C:22](Cl)=[C:17]3[CH:16]=[N:15]2)[CH2:10][CH2:9]1)=[O:7])([CH3:4])([CH3:3])[CH3:2].[OH:24][C:25]1[CH:26]=[CH:27][C:28]([O:31][CH3:32])=[N:29][CH:30]=1.C(=O)([O-])[O-].[K+].[K+].C(OCC)(=O)C. The catalyst is CN(C)C=O.O. The product is [C:1]([O:5][C:6]([N:8]1[CH2:13][CH2:12][CH:11]([N:14]2[C:18]3=[N:19][CH:20]=[N:21][C:22]([O:24][C:25]4[CH:30]=[N:29][C:28]([O:31][CH3:32])=[CH:27][CH:26]=4)=[C:17]3[CH:16]=[N:15]2)[CH2:10][CH2:9]1)=[O:7])([CH3:4])([CH3:3])[CH3:2]. The yield is 0.540. (3) The reactants are [C:1]([C:3]1[CH2:7][CH2:6][CH2:5][C:4]=1[NH:8][C:9]([NH:11]C(=O)C1C=CC=CC=1)=[O:10])#[N:2].[OH-].[Na+]. The catalyst is CCO. The product is [NH2:2][C:1]1[C:3]2[CH2:7][CH2:6][CH2:5][C:4]=2[NH:8][C:9](=[O:10])[N:11]=1. The yield is 0.680. (4) The reactants are [NH2:1][C:2]1[CH:3]=[C:4]([CH:7]=[CH:8][C:9]=1[NH2:10])[C:5]#[N:6].C[Al](C)C.[CH2:15]([O:22][C:23]1[CH:28]=[CH:27][C:26]([CH2:29][C:30](OC)=O)=[CH:25][CH:24]=1)[CH2:16][CH2:17][CH2:18][CH2:19][CH2:20][CH3:21].[C@H](O)(C([O-])=O)[C@@H](O)C([O-])=O.[Na+].[K+]. The catalyst is C1COCC1.O.CC(=O)OCC. The product is [CH2:15]([O:22][C:23]1[CH:28]=[CH:27][C:26]([CH2:29][C:30]2[NH:10][C:9]3[CH:8]=[CH:7][C:4]([C:5]#[N:6])=[CH:3][C:2]=3[N:1]=2)=[CH:25][CH:24]=1)[CH2:16][CH2:17][CH2:18][CH2:19][CH2:20][CH3:21]. The yield is 0.780. (5) The reactants are [CH2:1]([NH:8][C:9]([C:11]1[S:15][C:14]([N:16]2[CH2:21][CH2:20][CH2:19][CH2:18][C:17]2=[O:22])=[N:13][C:12]=1[CH3:23])=[O:10])[C:2]1[CH:7]=[CH:6][CH:5]=[CH:4][CH:3]=1.Br[CH2:25][C:26]1[CH:31]=[CH:30][C:29]([CH3:32])=[CH:28][CH:27]=1. No catalyst specified. The product is [CH2:1]([NH:8][C:9]([C:11]1[S:15][C:14]([N:16]2[CH2:21][CH2:20][CH2:19][CH:18]([CH2:25][C:26]3[CH:31]=[CH:30][C:29]([CH3:32])=[CH:28][CH:27]=3)[C:17]2=[O:22])=[N:13][C:12]=1[CH3:23])=[O:10])[C:2]1[CH:7]=[CH:6][CH:5]=[CH:4][CH:3]=1. The yield is 0.530. (6) The reactants are [C:1]([C:3]1[CH:11]=[C:7]([C:8]([OH:10])=O)[C:6]([OH:12])=[CH:5][CH:4]=1)#[N:2].[F:13][C:14]([F:27])([F:26])[C:15]1[CH:16]=[C:17]([CH:19]=[C:20]([C:22]([F:25])([F:24])[F:23])[CH:21]=1)[NH2:18]. The yield is 0.166. No catalyst specified. The product is [F:13][C:14]([F:26])([F:27])[C:15]1[CH:16]=[C:17]([NH:18][C:8](=[O:10])[C:7]2[CH:11]=[C:3]([C:1]#[N:2])[CH:4]=[CH:5][C:6]=2[OH:12])[CH:19]=[C:20]([C:22]([F:23])([F:25])[F:24])[CH:21]=1.